Task: Predict the reaction yield, written as a fraction of the theoretical maximum amount of product (1.0 means a 100% yield; for example, 0.34 means a 34% yield).. Dataset: Reaction yield outcomes from USPTO patents with 853,638 reactions (1) The reactants are [CH3:1][N:2]([CH:10]1[CH2:15][CH2:14][C:13]([C:16]2[C:24]3[C:19](=[CH:20][CH:21]=[C:22]([NH:25][C:26]([C:28]4[S:29][CH:30]=[CH:31][CH:32]=4)=[NH:27])[CH:23]=3)[NH:18][CH:17]=2)=[CH:12][CH2:11]1)C(=O)OC(C)(C)C.C(O)(C(F)(F)F)=O. The catalyst is C(Cl)Cl. The product is [CH3:1][NH:2][CH:10]1[CH2:15][CH2:14][C:13]([C:16]2[C:24]3[C:19](=[CH:20][CH:21]=[C:22]([NH:25][C:26]([C:28]4[S:29][CH:30]=[CH:31][CH:32]=4)=[NH:27])[CH:23]=3)[NH:18][CH:17]=2)=[CH:12][CH2:11]1. The yield is 0.740. (2) The reactants are [H-].C([Al+]CC(C)C)C(C)C.[C:11]([C:13]1[CH:18]=[CH:17][C:16]([S:19]([NH:22][CH2:23][CH2:24][N:25]([CH3:27])[CH3:26])(=[O:21])=[O:20])=[CH:15][CH:14]=1)#N.[OH:28]S(O)(=O)=O.C([O-])(O)=O.[Na+]. The catalyst is C1(C)C=CC=CC=1.C(OC(=O)C)C. The product is [CH3:26][N:25]([CH3:27])[CH2:24][CH2:23][NH:22][S:19]([C:16]1[CH:17]=[CH:18][C:13]([CH:11]=[O:28])=[CH:14][CH:15]=1)(=[O:21])=[O:20]. The yield is 0.800.